From a dataset of Antibody paratope prediction from SAbDab with 1,023 antibody chains. Token-level Classification. Given an antibody amino acid sequence, predict which amino acid positions are active in antigen binding. Output is a list of indices for active paratope positions. (1) Given the antibody sequence: QSVLTQPPSVSGAPGQRVSISCTGRSSNIGAGYDVHWYQQLPGKAPKLLIYGNTNRPSGVPVRFSGSKSGTSASLAITGLQAEDEADYYCQSYDSSLSGSVFGGGTKLTVL, which amino acid positions are active in antigen binding (paratope)? The paratope positions are: [29, 30, 31, 97, 98]. (2) Given the antibody sequence: EIVLTQSPATLSLSPGERATISCRASESVDSYGHSFMQWYQQKPGQAPRLLIYRASNLEPGIPARFSGSGSGTDFTLTISSLEPEDFAVYYCQQGNEVPFTFGQGTKVEIK, which amino acid positions are active in antigen binding (paratope)? The paratope positions are: [30, 31, 32, 33]. (3) Given the antibody sequence: DVLMTQTPLSLPVSLGDQASISCRSSQSIVHSNGNTYLEWYLQKPGQSPKLLIYKVSNRFSGVPDRFSGSGSGTDFTLKISRVEAEDLGVYYCFQGSHVPLTFGAGTKLELK, which amino acid positions are active in antigen binding (paratope)? The paratope positions are: [30, 31, 32, 33, 34]. (4) Given the antibody sequence: QSVLTQSASVSGSLGQSVTISCTGPNSVCCSHKSISWYQWPPGRAPTLIIYEDNERAPGISPRFSGYKSYWSAYLTISDLRPEDETTYYCCSYTHNSGCVFGTGTKVSVL, which amino acid positions are active in antigen binding (paratope)? The paratope positions are: [29, 30, 31, 97]. (5) Given the antibody sequence: EVNLVESGGGLVQPGGSLRLSCATSGFTFIDNYMSWVRQPPGKALEWLGFIRNKVNGYTTEYGPSVKGRFTISRDDSQSILYLQMNTLRTEDSATYYCVRDNGSDYRWYFDVWGAGTTVTVSS, which amino acid positions are active in antigen binding (paratope)? The paratope positions are: [52, 53, 54, 85, 86, 87, 106, 107, 108, 109].